Predict the product of the given reaction. From a dataset of Forward reaction prediction with 1.9M reactions from USPTO patents (1976-2016). (1) Given the reactants [H-].[H-].[H-].[H-].[Li+].[Al+3].[Cl-].[Cl-].[Cl-].[Al+3].[CH2:11]([O:18][C:19]1[CH:27]=[C:26]([F:28])[CH:25]=[C:24]2[C:20]=1[C:21]([CH2:31][C:32]([N:34]1[CH2:42][C:41]3[C:36](=[CH:37][CH:38]=[CH:39][CH:40]=3)[CH2:35]1)=O)=[CH:22][N:23]2[CH2:29][CH3:30])[C:12]1[CH:17]=[CH:16][CH:15]=[CH:14][CH:13]=1, predict the reaction product. The product is: [CH2:11]([O:18][C:19]1[CH:27]=[C:26]([F:28])[CH:25]=[C:24]2[C:20]=1[C:21]([CH2:31][CH2:32][N:34]1[CH2:35][C:36]3[C:41](=[CH:40][CH:39]=[CH:38][CH:37]=3)[CH2:42]1)=[CH:22][N:23]2[CH2:29][CH3:30])[C:12]1[CH:13]=[CH:14][CH:15]=[CH:16][CH:17]=1. (2) Given the reactants [CH3:1][N:2]1[C:6]2=[N:7][CH:8]=[C:9]([NH2:11])[CH:10]=[C:5]2[CH:4]=[N:3]1.BrC1C=C2C=NN(C)C2=NC=1.[C:23]1([C:29]([C:31]2[CH:36]=[CH:35][CH:34]=[CH:33][CH:32]=2)=N)[CH:28]=[CH:27][CH:26]=[CH:25][CH:24]=1.C1C=CC(P(C2C=CC3C(=CC=CC=3)C=2C2C3C(=CC=CC=3)C=CC=2P(C2C=CC=CC=2)C2C=CC=CC=2)C2C=CC=CC=2)=CC=1.CC(C)([O-])C.[Na+], predict the reaction product. The product is: [C:23]1([C:29]([C:31]2[CH:32]=[CH:33][CH:34]=[CH:35][CH:36]=2)=[N:11][C:9]2[CH:10]=[C:5]3[CH:4]=[N:3][N:2]([CH3:1])[C:6]3=[N:7][CH:8]=2)[CH:28]=[CH:27][CH:26]=[CH:25][CH:24]=1. (3) Given the reactants [F:1][C:2]1[CH:3]=[C:4]([NH:10][C:11]2[C:16]([C:17]3[N:22]=[C:21]([CH3:23])[N:20]=[C:19]([N:24](CC4C=CC(OC)=CC=4)CC4C=CC(OC)=CC=4)[N:18]=3)=[CH:15][C:14]([C:43]([N:46]3[CH2:51][CH2:50][O:49][CH2:48][CH2:47]3)([CH3:45])[CH3:44])=[CH:13][N:12]=2)[CH:5]=[N:6][C:7]=1[O:8][CH3:9].FC(F)(F)S(O)(=O)=O.[OH-].[Na+], predict the reaction product. The product is: [F:1][C:2]1[CH:3]=[C:4]([NH:10][C:11]2[C:16]([C:17]3[N:22]=[C:21]([CH3:23])[N:20]=[C:19]([NH2:24])[N:18]=3)=[CH:15][C:14]([C:43]([N:46]3[CH2:51][CH2:50][O:49][CH2:48][CH2:47]3)([CH3:45])[CH3:44])=[CH:13][N:12]=2)[CH:5]=[N:6][C:7]=1[O:8][CH3:9]. (4) Given the reactants [Cl:1][C:2]1[CH:3]=[C:4]2[C:9](=[CH:10][CH:11]=1)[C:8](=[O:12])[N:7]([CH2:13][C:14]1[CH:19]=[CH:18][C:17]([S:20]([CH3:23])(=[O:22])=[O:21])=[CH:16][CH:15]=1)[C:6]([CH:24]=[O:25])=[C:5]2[C:26]1[CH:31]=[CH:30][CH:29]=[CH:28][CH:27]=1.[CH2:32]([Mg]Cl)[CH2:33][CH2:34][CH3:35].C(OCC)(=O)C.C(OC(C)C)(C)C, predict the reaction product. The product is: [Cl:1][C:2]1[CH:3]=[C:4]2[C:9](=[CH:10][CH:11]=1)[C:8](=[O:12])[N:7]([CH2:13][C:14]1[CH:15]=[CH:16][C:17]([S:20]([CH3:23])(=[O:21])=[O:22])=[CH:18][CH:19]=1)[C:6]([CH:24]([OH:25])[CH2:32][CH2:33][CH2:34][CH3:35])=[C:5]2[C:26]1[CH:27]=[CH:28][CH:29]=[CH:30][CH:31]=1. (5) The product is: [C:30]1([CH:3]([CH2:4][CH2:5][CH3:6])[CH2:2][C:1]([O:8][CH2:9][CH3:10])=[O:7])[CH:31]=[CH:32][CH:33]=[CH:34][CH:35]=1. Given the reactants [C:1]([O:8][CH2:9][CH3:10])(=[O:7])[CH2:2][CH2:3][CH2:4][CH:5]=[CH2:6].[C:30]1([B-]([C:30]2[CH:35]=[CH:34][CH:33]=[CH:32][CH:31]=2)([C:30]2[CH:35]=[CH:34][CH:33]=[CH:32][CH:31]=2)[C:30]2[CH:35]=[CH:34][CH:33]=[CH:32][CH:31]=2)[CH:35]=[CH:34][CH:33]=[CH:32][CH:31]=1.[Na+], predict the reaction product. (6) Given the reactants [CH2:1]([N:3]1[CH2:8][CH2:7][N:6]([C:9]([C@:11]23[CH2:37][CH2:36][C@@H:35]([C:38]4([CH3:41])[CH2:40][CH2:39]4)[C@@H:12]2[C@@H:13]2[C@@:26]([CH3:29])([CH2:27][CH2:28]3)[C@@:25]3([CH3:30])[C@@H:16]([C@:17]4([CH3:34])[C@@H:22]([CH2:23][CH2:24]3)[C:21]([CH3:32])([CH3:31])[C@@H:20]([OH:33])[CH2:19][CH2:18]4)[CH2:15][CH2:14]2)=[O:10])[CH2:5][CH2:4]1)[CH3:2].Cl[C:43]1[CH:69]=[C:68](Cl)[CH:67]=[C:66](Cl)[C:44]=1[C:45]([O:47][C:48]([C@H:50]1[CH2:53][C@@H:52]([C:54](OCC2C=CC=CC=2)=[O:55])[C:51]1([CH3:65])[CH3:64])=[O:49])=O, predict the reaction product. The product is: [CH3:64][C:51]1([CH3:65])[C@@H:52]([C:54]([O:33][C@H:20]2[CH2:19][CH2:18][C@@:17]3([CH3:34])[C@@H:22]([CH2:23][CH2:24][C@:25]4([CH3:30])[C@@H:16]3[CH2:15][CH2:14][C@H:13]3[C@@:26]4([CH3:29])[CH2:27][CH2:28][C@@:11]4([C:9]([N:6]5[CH2:5][CH2:4][N:3]([CH2:1][CH3:2])[CH2:8][CH2:7]5)=[O:10])[CH2:37][CH2:36][C@@H:35]([C:38]5([CH3:41])[CH2:39][CH2:40]5)[C@@H:12]43)[C:21]2([CH3:31])[CH3:32])=[O:55])[CH2:53][C@H:50]1[C:48]([O:47][CH2:45][C:44]1[CH:43]=[CH:69][CH:68]=[CH:67][CH:66]=1)=[O:49]. (7) Given the reactants [C:1]1([NH:7][C:8](=[O:17])[C:9]#[C:10][C:11]2[CH:16]=[CH:15][CH:14]=[CH:13][CH:12]=2)[CH:6]=[CH:5][CH:4]=[CH:3][CH:2]=1.Br[CH2:19][C:20]1[CH:21]=[C:22]([O:30][CH3:31])[C:23]([O:28][CH3:29])=[C:24]([O:26][CH3:27])[CH:25]=1.C([O-])([O-])=O.[Cs+].[Cs+].O, predict the reaction product. The product is: [C:1]1([N:7]([CH2:19][C:20]2[CH:21]=[C:22]([O:30][CH3:31])[C:23]([O:28][CH3:29])=[C:24]([O:26][CH3:27])[CH:25]=2)[C:8](=[O:17])[C:9]#[C:10][C:11]2[CH:16]=[CH:15][CH:14]=[CH:13][CH:12]=2)[CH:2]=[CH:3][CH:4]=[CH:5][CH:6]=1. (8) Given the reactants [Cl:1][C:2]1[CH:3]=[CH:4][C:5]([CH3:11])=[C:6]([CH:10]=1)[C:7]([OH:9])=O.CN(C=O)C.C(Cl)(=O)C(Cl)=O.[CH:23]1([NH2:26])[CH2:25][CH2:24]1.CCN(C(C)C)C(C)C, predict the reaction product. The product is: [Cl:1][C:2]1[CH:3]=[CH:4][C:5]([CH3:11])=[C:6]([CH:10]=1)[C:7]([NH:26][CH:23]1[CH2:25][CH2:24]1)=[O:9].